Dataset: Catalyst prediction with 721,799 reactions and 888 catalyst types from USPTO. Task: Predict which catalyst facilitates the given reaction. (1) Reactant: [F:1][C:2]1[CH:7]=[CH:6][CH:5]=[CH:4][C:3]=1[C:8]1[N:13]=[CH:12][C:11]([NH:14][C:15](=[O:27])[C:16]2[CH:21]=[CH:20][C:19]([S:22][CH3:23])=[C:18]([N+:24]([O-])=O)[CH:17]=2)=[CH:10][CH:9]=1. Product: [NH2:24][C:18]1[CH:17]=[C:16]([CH:21]=[CH:20][C:19]=1[S:22][CH3:23])[C:15]([NH:14][C:11]1[CH:12]=[N:13][C:8]([C:3]2[CH:4]=[CH:5][CH:6]=[CH:7][C:2]=2[F:1])=[CH:9][CH:10]=1)=[O:27]. The catalyst class is: 403. (2) Product: [C:32]([C:31]1[CH:34]=[CH:35][C:28]([NH:27][C:2]2[CH:7]=[C:6]([O:8][C:9]3[C:18]4[C:13](=[CH:14][CH:15]=[CH:16][CH:17]=4)[C:12]([NH:19][C:20](=[O:26])[O:21][C:22]([CH3:24])([CH3:23])[CH3:25])=[CH:11][CH:10]=3)[CH:5]=[CH:4][N:3]=2)=[CH:29][C:30]=1[O:36][CH3:37])#[N:33]. Reactant: Cl[C:2]1[CH:7]=[C:6]([O:8][C:9]2[C:18]3[C:13](=[CH:14][CH:15]=[CH:16][CH:17]=3)[C:12]([NH:19][C:20](=[O:26])[O:21][C:22]([CH3:25])([CH3:24])[CH3:23])=[CH:11][CH:10]=2)[CH:5]=[CH:4][N:3]=1.[NH2:27][C:28]1[CH:35]=[CH:34][C:31]([C:32]#[N:33])=[C:30]([O:36][CH3:37])[CH:29]=1.CC(C1C=C(C(C)C)C(C2C(P(C3CCCCC3)C3CCCCC3)=C(OC)C=CC=2OC)=C(C(C)C)C=1)C.CC([O-])(C)C.[Na+]. The catalyst class is: 218. (3) Reactant: [CH3:1][O:2][C:3](=[O:22])[C@H:4]([OH:21])[CH2:5][NH:6][C:7]1[CH:8]=[C:9]2[C:13](=[CH:14][CH:15]=1)[N:12]([C:16]([CH3:19])([CH3:18])[CH3:17])[C:11](=[O:20])[CH2:10]2.[C:23](OCC)(=[O:25])C. Product: [CH3:1][O:2][C:3]([C@@H:4]1[O:21][C:23](=[O:25])[N:6]([C:7]2[CH:8]=[C:9]3[C:13](=[CH:14][CH:15]=2)[N:12]([C:16]([CH3:19])([CH3:17])[CH3:18])[C:11](=[O:20])[CH2:10]3)[CH2:5]1)=[O:22]. The catalyst class is: 10. (4) Reactant: [C:1]1([C@H:11]([NH:13][CH2:14]/[CH:15]=[CH:16]/[C:17]2[CH:22]=[CH:21][CH:20]=[C:19]([C:23]([F:26])([F:25])[F:24])[CH:18]=2)[CH3:12])[C:10]2[C:5](=[CH:6][CH:7]=[CH:8][CH:9]=2)[CH:4]=[CH:3][CH:2]=1.[ClH:27]. Product: [ClH:27].[C:1]1([C@H:11]([NH:13][CH2:14]/[CH:15]=[CH:16]/[C:17]2[CH:22]=[CH:21][CH:20]=[C:19]([C:23]([F:24])([F:25])[F:26])[CH:18]=2)[CH3:12])[C:10]2[C:5](=[CH:6][CH:7]=[CH:8][CH:9]=2)[CH:4]=[CH:3][CH:2]=1. The catalyst class is: 237.